Dataset: TCR-epitope binding with 47,182 pairs between 192 epitopes and 23,139 TCRs. Task: Binary Classification. Given a T-cell receptor sequence (or CDR3 region) and an epitope sequence, predict whether binding occurs between them. (1) The epitope is VTEHDTLLY. The TCR CDR3 sequence is CSQQVNNEQFF. Result: 1 (the TCR binds to the epitope). (2) The epitope is QVPLRPMTYK. Result: 0 (the TCR does not bind to the epitope). The TCR CDR3 sequence is CASYSMNTEAFF. (3) The epitope is ARMILMTHF. The TCR CDR3 sequence is CASSPSPTDRAYGYTF. Result: 0 (the TCR does not bind to the epitope). (4) The epitope is FPPTSFGPL. The TCR CDR3 sequence is CASSLRGEEEGDGYTF. Result: 0 (the TCR does not bind to the epitope).